Dataset: Full USPTO retrosynthesis dataset with 1.9M reactions from patents (1976-2016). Task: Predict the reactants needed to synthesize the given product. (1) Given the product [Cl:1][C:2]1[CH:3]=[C:4]([C:9]2[N:18]([CH2:19][C:20]([NH:22][CH:23]([CH3:24])[CH3:25])=[O:21])[C:17](=[O:26])[C:16]3[C:11](=[CH:12][CH:13]=[C:14]([O:27][CH2:29][CH2:30][CH2:31][Cl:32])[CH:15]=3)[N:10]=2)[CH:5]=[CH:6][C:7]=1[F:8], predict the reactants needed to synthesize it. The reactants are: [Cl:1][C:2]1[CH:3]=[C:4]([C:9]2[N:18]([CH2:19][C:20]([NH:22][CH:23]([CH3:25])[CH3:24])=[O:21])[C:17](=[O:26])[C:16]3[C:11](=[CH:12][CH:13]=[C:14]([OH:27])[CH:15]=3)[N:10]=2)[CH:5]=[CH:6][C:7]=1[F:8].Br[CH2:29][CH2:30][CH2:31][Cl:32].C([O-])([O-])=O.[K+].[K+]. (2) The reactants are: [CH2:1]([O:3][C:4]([CH:6]1[CH2:11][CH2:10][CH:9]([C:12]2[CH:13]=[C:14]3[C:19](=[C:20]([C:22]4[CH:27]=[CH:26][CH:25]=[C:24](C#N)[CH:23]=4)[N:21]=2)[N:18]=[CH:17][CH:16]=[CH:15]3)[CH2:8][CH2:7]1)=[O:5])[CH3:2].[F:30]C1C=C(C2N=C(OS(C(F)(F)F)(=O)=O)C=C3C=2N=CC=C3)C=CC=1. Given the product [CH2:1]([O:3][C:4]([CH:6]1[CH2:11][CH2:10][CH:9]([C:12]2[CH:13]=[C:14]3[C:19](=[C:20]([C:22]4[CH:27]=[CH:26][CH:25]=[C:24]([F:30])[CH:23]=4)[N:21]=2)[N:18]=[CH:17][CH:16]=[CH:15]3)[CH2:8][CH2:7]1)=[O:5])[CH3:2], predict the reactants needed to synthesize it.